This data is from Full USPTO retrosynthesis dataset with 1.9M reactions from patents (1976-2016). The task is: Predict the reactants needed to synthesize the given product. (1) Given the product [Cl:2][CH2:1][CH:3]([OH:5])[CH2:4][NH:13][CH2:12][C:11]1[CH:10]=[CH:9][C:8]([C:7]([F:6])([F:16])[F:17])=[CH:15][CH:14]=1, predict the reactants needed to synthesize it. The reactants are: [CH2:1]([CH:3]1[O:5][CH2:4]1)[Cl:2].[F:6][C:7]([F:17])([F:16])[C:8]1[CH:15]=[CH:14][C:11]([CH2:12][NH2:13])=[CH:10][CH:9]=1. (2) Given the product [OH:29][CH:18]([C:14]1[CH:15]=[CH:16][CH:17]=[C:12]([NH:11][C:8]([CH:5]2[CH2:4][CH2:3][C:2](=[O:1])[NH:7][CH2:6]2)=[O:10])[CH:13]=1)[CH2:19][CH2:20][NH:21][C:22](=[O:28])[O:23][C:24]([CH3:27])([CH3:26])[CH3:25], predict the reactants needed to synthesize it. The reactants are: [O:1]=[C:2]1[NH:7][CH2:6][CH:5]([C:8]([OH:10])=O)[CH2:4][CH2:3]1.[NH2:11][C:12]1[CH:13]=[C:14]([CH:18]([OH:29])[CH2:19][CH2:20][NH:21][C:22](=[O:28])[O:23][C:24]([CH3:27])([CH3:26])[CH3:25])[CH:15]=[CH:16][CH:17]=1. (3) Given the product [Cl:20][C:21]1[CH:26]=[CH:25][C:24]([C:2]2[C:7]3=[N:8][C:9]([C:12]([NH:14][C:15]4([C:18]#[N:19])[CH2:17][CH2:16]4)=[O:13])=[CH:10][N:11]=[C:6]3[CH:5]=[N:4][CH:3]=2)=[CH:23][CH:22]=1, predict the reactants needed to synthesize it. The reactants are: Br[C:2]1[C:7]2=[N:8][C:9]([C:12]([NH:14][C:15]3([C:18]#[N:19])[CH2:17][CH2:16]3)=[O:13])=[CH:10][N:11]=[C:6]2[CH:5]=[N:4][CH:3]=1.[Cl:20][C:21]1[CH:26]=[CH:25][C:24](B(O)O)=[CH:23][CH:22]=1.C(=O)([O-])[O-].[Cs+].[Cs+].O1CCOCC1. (4) Given the product [ClH:20].[F:15][CH:2]([F:1])[C@H:3]1[CH2:8][NH:7][CH2:6][C@@H:5]([OH:13])[C@@H:4]1[OH:14], predict the reactants needed to synthesize it. The reactants are: [F:1][CH:2]([F:15])[C@H:3]1[CH2:8][N:7](S(C)(=O)=O)[CH2:6][C@@H:5]([OH:13])[C@@H:4]1[OH:14].CS([Cl:20])(=O)=O. (5) Given the product [CH3:15][C:2]1[C:11]2[O:10][CH:9]([C:12]([NH2:14])=[O:13])[CH2:8][NH:7][C:6]=2[CH:5]=[CH:4][CH:3]=1, predict the reactants needed to synthesize it. The reactants are: F[C:2]1[C:11]2[O:10][CH:9]([C:12]([NH2:14])=[O:13])[CH2:8][NH:7][C:6]=2[CH:5]=[CH:4][CH:3]=1.[CH3:15]C1C2OCCNC=2C=CC=1.CCC([O-])=O. (6) Given the product [C:16]([NH:24][C:25]1[CH:37]=[C:36](/[CH:38]=[CH:39]/[C:3]2[CH:4]=[CH:5][C:6]([F:8])=[CH:7][C:2]=2[F:1])[CH:35]=[CH:34][C:26]=1[C:27]([OH:29])=[O:28])(=[O:23])[C:17]1[CH:18]=[CH:19][CH:20]=[CH:21][CH:22]=1, predict the reactants needed to synthesize it. The reactants are: [F:1][C:2]1[CH:7]=[C:6]([F:8])[CH:5]=[CH:4][C:3]=1I.C(=O)([O-])[O-].[Cs+].[Cs+].[C:16]([NH:24][C:25]1[CH:37]=[C:36]([CH:38]=[CH2:39])[CH:35]=[CH:34][C:26]=1[C:27]([O:29]C(C)(C)C)=[O:28])(=[O:23])[C:17]1[CH:22]=[CH:21][CH:20]=[CH:19][CH:18]=1.C(O)(=O)CC(CC(O)=O)(C(O)=O)O. (7) Given the product [Li+:1].[CH3:13][CH:12]([N-:15][CH:16]([CH3:18])[CH3:17])[CH3:14].[CH2:38]([O:40][C:41](=[O:42])[CH2:30][C:26]1[N:25]=[C:24]2[C:29]([CH:20]([CH3:19])[CH2:21][CH2:22][N:23]2[C:31]([O:33][C:34]([CH3:36])([CH3:35])[CH3:37])=[O:32])=[CH:28][CH:27]=1)[CH3:39], predict the reactants needed to synthesize it. The reactants are: [Li:1]CCCC.CCCCCC.[CH:12]([NH:15][CH:16]([CH3:18])[CH3:17])([CH3:14])[CH3:13].[CH3:19][CH:20]1[C:29]2[C:24](=[N:25][C:26]([CH3:30])=[CH:27][CH:28]=2)[N:23]([C:31]([O:33][C:34]([CH3:37])([CH3:36])[CH3:35])=[O:32])[CH2:22][CH2:21]1.[CH2:38]([O:40][C:41](=O)[O:42]CC)[CH3:39]. (8) Given the product [CH3:14][O:16][CH:17]([O:21][CH3:22])/[C:18](=[CH:4]/[C:3]1[CH:6]=[CH:7][CH:8]=[C:9]([C:10]([F:13])([F:12])[F:11])[C:2]=1[CH3:1])/[C:19]#[N:20], predict the reactants needed to synthesize it. The reactants are: [CH3:1][C:2]1[C:9]([C:10]([F:13])([F:12])[F:11])=[CH:8][CH:7]=[CH:6][C:3]=1[CH:4]=O.[CH2:14]([O:16][CH:17]([O:21][CH2:22]C)[CH2:18][C:19]#[N:20])C.C[O-].[Na+].